This data is from Full USPTO retrosynthesis dataset with 1.9M reactions from patents (1976-2016). The task is: Predict the reactants needed to synthesize the given product. (1) Given the product [NH2:20][C:3]1[CH:4]=[C:5]([C:8]2[N:12]=[C:11]([CH:13]3[CH2:16][N:15]([C:17]([O:19][CH3:23])=[O:18])[CH2:14]3)[O:10][N:9]=2)[CH:6]=[CH:7][C:2]=1[CH3:1], predict the reactants needed to synthesize it. The reactants are: [CH3:1][C:2]1[CH:7]=[CH:6][C:5]([C:8]2[N:12]=[C:11]([CH:13]3[CH2:16][N:15]([C:17]([O-:19])=[O:18])[CH2:14]3)[O:10][N:9]=2)=[CH:4][C:3]=1[N+:20]([O-])=O.[CH3:23]CO. (2) Given the product [CH:14]1([NH:6][C@@H:5]([C:4]([O:3][CH3:2])=[O:8])[CH3:7])[CH2:19][CH2:18][CH2:17][CH2:16][CH2:15]1, predict the reactants needed to synthesize it. The reactants are: Cl.[CH3:2][O:3][C:4](=[O:8])[C@@H:5]([CH3:7])[NH2:6].C([O-])(=O)C.[K+].[C:14]1(=O)[CH2:19][CH2:18][CH2:17][CH2:16][CH2:15]1.C(O[BH-](OC(=O)C)OC(=O)C)(=O)C.[Na+].C(=O)(O)[O-].[Na+].C(=O)([O-])[O-].[Na+].[Na+]. (3) The reactants are: [CH3:1][N:2]1[CH:6]=[CH:5][C:4]([C:7]([OH:9])=O)=[N:3]1.[NH2:10][C:11]1[N:16]=[CH:15][C:14]2[C:17]([CH3:25])([CH3:24])[C:18](=[O:23])[N:19]([CH:20]3[CH2:22][CH2:21]3)[C:13]=2[CH:12]=1. Given the product [CH:20]1([N:19]2[C:13]3[CH:12]=[C:11]([NH:10][C:7]([C:4]4[CH:5]=[CH:6][N:2]([CH3:1])[N:3]=4)=[O:9])[N:16]=[CH:15][C:14]=3[C:17]([CH3:24])([CH3:25])[C:18]2=[O:23])[CH2:22][CH2:21]1, predict the reactants needed to synthesize it. (4) Given the product [Cl:1][C:2]1[CH:3]=[CH:4][C:5]([F:20])=[C:6]([C:8]2[N:9]=[C:10]([OH:19])[C:11]3[CH:17]=[CH:16][C:15]([NH:25][CH2:24][CH2:23][N:22]([CH3:26])[CH3:21])=[N:14][C:12]=3[N:13]=2)[CH:7]=1, predict the reactants needed to synthesize it. The reactants are: [Cl:1][C:2]1[CH:3]=[CH:4][C:5]([F:20])=[C:6]([C:8]2[N:9]=[C:10]([OH:19])[C:11]3[CH:17]=[CH:16][C:15](F)=[N:14][C:12]=3[N:13]=2)[CH:7]=1.[CH3:21][N:22]([CH3:26])[CH2:23][CH2:24][NH2:25]. (5) Given the product [F:23][CH:2]([F:1])[N:3]1[C:7]2[C:8]([O:22][C@@H:25]([C@H:27]3[CH2:31][N:30]([C@@H:32]([C:34]4[CH:35]=[CH:36][C:37]([O:40][CH3:41])=[CH:38][CH:39]=4)[CH3:33])[C:29](=[O:42])[CH2:28]3)[CH3:26])=[N:9][C:10]([C:12]3[CH:17]=[CH:16][C:15]([O:18][CH3:19])=[C:14]([O:20][CH3:21])[CH:13]=3)=[CH:11][C:6]=2[N:5]=[CH:4]1, predict the reactants needed to synthesize it. The reactants are: [F:1][CH:2]([F:23])[N:3]1[C:7]2[C:8](=[O:22])[NH:9][C:10]([C:12]3[CH:17]=[CH:16][C:15]([O:18][CH3:19])=[C:14]([O:20][CH3:21])[CH:13]=3)=[CH:11][C:6]=2[N:5]=[CH:4]1.O[C@H:25]([C@H:27]1[CH2:31][N:30]([C@@H:32]([C:34]2[CH:39]=[CH:38][C:37]([O:40][CH3:41])=[CH:36][CH:35]=2)[CH3:33])[C:29](=[O:42])[CH2:28]1)[CH3:26].C1C=CC(P(C2C=CC=CC=2)C2C=CC=CC=2)=CC=1.CCOC(/N=N/C(OCC)=O)=O. (6) Given the product [Cl:50][C:51]1[N:52]=[CH:53][C:54]([CH2:57][NH:58][C:26](=[O:28])[CH2:25][C@@H:24]2[CH2:23][CH:22]=[CH:21][CH2:20][CH2:2][C:1](=[O:4])[O:3][C@H:16]([C:30]3[CH:31]=[CH:32][CH:33]=[CH:34][CH:35]=3)[CH2:15][NH:14][C:13]2=[O:12])=[CH:55][CH:56]=1, predict the reactants needed to synthesize it. The reactants are: [C:1]([O-:4])(=[O:3])[CH3:2].FC(F)(F)C(O)=O.[O:12]=[C:13]1[C@H:24]([CH2:25][C:26]([OH:28])=O)[CH2:23][CH:22]=[CH:21][CH2:20]CC(=O)O[C@H:16]([C:30]2[CH:35]=[CH:34][CH:33]=[CH:32][CH:31]=2)[CH2:15][NH:14]1.C(Cl)CCl.C1C=CC2N(O)N=NC=2C=1.[Cl:50][C:51]1[CH:56]=[CH:55][C:54]([CH2:57][NH2:58])=[CH:53][N:52]=1.CCN(C(C)C)C(C)C. (7) Given the product [C:1]([NH:4][CH2:5][C:6]([N:72]1[C@@H:68]2[CH2:67][CH2:66][C@H:65]1[CH2:64][N:63]([C:60]1[CH:61]=[CH:62][C:57]([NH:56][C:53]3[N:54]=[CH:55][C:50]4[CH:49]=[C:48]([C:73]([N:75]([CH3:77])[CH3:76])=[O:74])[N:47]([CH:42]5[CH2:46][CH2:45][CH2:44][CH2:43]5)[C:51]=4[N:52]=3)=[N:58][CH:59]=1)[C:70](=[O:71])[CH2:69]2)=[O:8])(=[O:3])[CH3:2], predict the reactants needed to synthesize it. The reactants are: [C:1]([NH:4][CH2:5][C:6]([OH:8])=O)(=[O:3])[CH3:2].C(N(C(C)C)CC)(C)C.CN(C(ON1N=NC2C=CC=CC1=2)=[N+](C)C)C.F[P-](F)(F)(F)(F)F.[CH:42]1([N:47]2[C:51]3[N:52]=[C:53]([NH:56][C:57]4[CH:62]=[CH:61][C:60]([N:63]5[C:70](=[O:71])[CH2:69][C@@H:68]6[NH:72][C@@H:65]([CH2:66][CH2:67]6)[CH2:64]5)=[CH:59][N:58]=4)[N:54]=[CH:55][C:50]=3[CH:49]=[C:48]2[C:73]([N:75]([CH3:77])[CH3:76])=[O:74])[CH2:46][CH2:45][CH2:44][CH2:43]1. (8) Given the product [CH3:1][O:2][C@@H:3]([CH2:7][C:8]1[C:13]2[S:14][CH:15]=[CH:16][C:12]=2[C:11]([O:17][CH2:18][CH2:19][C:20]2[N:21]=[C:22]([C:26]3[CH:31]=[CH:30][CH:29]=[CH:28][CH:27]=3)[O:23][C:24]=2[CH3:25])=[CH:10][CH:9]=1)[C:4]([OH:6])=[O:5], predict the reactants needed to synthesize it. The reactants are: [CH3:1][O:2]/[C:3](=[CH:7]\[C:8]1[C:13]2[S:14][CH:15]=[CH:16][C:12]=2[C:11]([O:17][CH2:18][CH2:19][C:20]2[N:21]=[C:22]([C:26]3[CH:31]=[CH:30][CH:29]=[CH:28][CH:27]=3)[O:23][C:24]=2[CH3:25])=[CH:10][CH:9]=1)/[C:4]([OH:6])=[O:5].[H][H]. (9) Given the product [F:1][C:2]1[CH:7]=[CH:6][C:5](/[CH:8]=[CH:9]/[C:10]2[CH:15]=[CH:14][C:13]([S:16]([C:19]3[C:20]([CH2:21][NH:33][S:31]([CH:28]([CH3:29])[CH3:27])=[O:32])=[CH:23][CH:24]=[CH:25][N:26]=3)(=[O:18])=[O:17])=[CH:12][CH:11]=2)=[CH:4][CH:3]=1, predict the reactants needed to synthesize it. The reactants are: [F:1][C:2]1[CH:7]=[CH:6][C:5](/[CH:8]=[CH:9]/[C:10]2[CH:15]=[CH:14][C:13]([S:16]([C:19]3[N:26]=[CH:25][CH:24]=[CH:23][C:20]=3[CH:21]=O)(=[O:18])=[O:17])=[CH:12][CH:11]=2)=[CH:4][CH:3]=1.[CH3:27][C:28]([S:31]([NH2:33])=[O:32])(C)[CH3:29].C(OCC)(=O)C.[BH4-].[Na+].